Dataset: Forward reaction prediction with 1.9M reactions from USPTO patents (1976-2016). Task: Predict the product of the given reaction. (1) Given the reactants F[C:2]1[C:7]([C:8]2[N:13]=[C:12]([CH3:14])[N:11]=[C:10]([N:15]([CH2:25][C:26]3[CH:31]=[CH:30][C:29]([O:32][CH3:33])=[CH:28][CH:27]=3)[CH2:16][C:17]3[CH:22]=[CH:21][C:20]([O:23][CH3:24])=[CH:19][CH:18]=3)[N:9]=2)=[CH:6][C:5]([C@H:34]([N:36]2[CH2:41][CH2:40][N:39]([S:42]([CH3:45])(=[O:44])=[O:43])[CH2:38][CH2:37]2)[CH3:35])=[CH:4][N:3]=1.[NH2:46][C:47]1[CH:48]=[CH:49][C:50]([O:53][CH3:54])=[N:51][CH:52]=1.C[Si]([N-][Si](C)(C)C)(C)C.[Li+].O1CCCC1.C(C1C=CC=CC=1)C.[Cl-].[NH4+], predict the reaction product. The product is: [CH3:24][O:23][C:20]1[CH:19]=[CH:18][C:17]([CH2:16][N:15]([CH2:25][C:26]2[CH:27]=[CH:28][C:29]([O:32][CH3:33])=[CH:30][CH:31]=2)[C:10]2[N:9]=[C:8]([C:7]3[C:2]([NH:46][C:47]4[CH:52]=[N:51][C:50]([O:53][CH3:54])=[CH:49][CH:48]=4)=[N:3][CH:4]=[C:5]([C@H:34]([N:36]4[CH2:41][CH2:40][N:39]([S:42]([CH3:45])(=[O:43])=[O:44])[CH2:38][CH2:37]4)[CH3:35])[CH:6]=3)[N:13]=[C:12]([CH3:14])[N:11]=2)=[CH:22][CH:21]=1. (2) The product is: [CH2:1]([O:8][C:9]1[C:10]([O:23][CH3:24])=[CH:11][C:12]([C:17]2[N:21]=[C:20]([CH3:22])[O:19][N:18]=2)=[C:13]([CH:14]([O:15][C:31](=[O:33])[CH3:32])[C:30](=[O:38])[NH:29][C:25]([CH3:28])([CH3:27])[CH3:26])[CH:16]=1)[C:2]1[CH:3]=[CH:4][CH:5]=[CH:6][CH:7]=1. Given the reactants [CH2:1]([O:8][C:9]1[C:10]([O:23][CH3:24])=[CH:11][C:12]([C:17]2[N:21]=[C:20]([CH3:22])[O:19][N:18]=2)=[C:13]([CH:16]=1)[CH:14]=[O:15])[C:2]1[CH:7]=[CH:6][CH:5]=[CH:4][CH:3]=1.[C:25]([N+:29]#[C-:30])([CH3:28])([CH3:27])[CH3:26].[C:31](O)(=[O:33])[CH3:32].C(#N)C.[OH2:38], predict the reaction product.